This data is from Forward reaction prediction with 1.9M reactions from USPTO patents (1976-2016). The task is: Predict the product of the given reaction. (1) Given the reactants [C:1]([O:5][C:6]([N:8]([CH2:20][CH2:21][CH:22]=[CH2:23])[NH:9][C:10]([O:12][CH2:13][C:14]1[CH:19]=[CH:18][CH:17]=[CH:16][CH:15]=1)=[O:11])=[O:7])([CH3:4])([CH3:3])[CH3:2].[CH2:24](Br)[CH:25]=[CH2:26], predict the reaction product. The product is: [C:1]([O:5][C:6]([N:8]([CH2:20][CH2:21][CH:22]=[CH2:23])[N:9]([CH2:26][CH:25]=[CH2:24])[C:10]([O:12][CH2:13][C:14]1[CH:19]=[CH:18][CH:17]=[CH:16][CH:15]=1)=[O:11])=[O:7])([CH3:4])([CH3:3])[CH3:2]. (2) Given the reactants [Cl:1][C:2]1[CH:7]=[C:6]([Cl:8])[CH:5]=[CH:4][C:3]=1[C:9]1[C:29](=[O:30])[N:28]([CH3:31])[C:12]2[N:13]([CH3:27])[C:14]3[C:19]([C:11]=2[CH:10]=1)=[CH:18][C:17]([C:20](=O)[CH:21]=[CH:22][N:23](C)C)=[CH:16][CH:15]=3.[CH3:32][NH:33]N, predict the reaction product. The product is: [Cl:1][C:2]1[CH:7]=[C:6]([Cl:8])[CH:5]=[CH:4][C:3]=1[C:9]1[C:29](=[O:30])[N:28]([CH3:31])[C:12]2[N:13]([CH3:27])[C:14]3[C:19]([C:11]=2[CH:10]=1)=[CH:18][C:17]([C:20]1[N:33]([CH3:32])[N:23]=[CH:22][CH:21]=1)=[CH:16][CH:15]=3. (3) Given the reactants [F:1][C:2]1[C:7]([F:8])=[CH:6][CH:5]=[CH:4][C:3]=1[OH:9].Cl[CH2:11][C:12]1[N:13]([C:17]([C:30]2[CH:35]=[CH:34][CH:33]=[CH:32][CH:31]=2)([C:24]2[CH:29]=[CH:28][CH:27]=[CH:26][CH:25]=2)[C:18]2[CH:23]=[CH:22][CH:21]=[CH:20][CH:19]=2)[CH:14]=[CH:15][N:16]=1.C(=O)([O-])[O-].[K+].[K+], predict the reaction product. The product is: [F:1][C:2]1[C:7]([F:8])=[CH:6][CH:5]=[CH:4][C:3]=1[O:9][CH2:11][C:12]1[N:13]([C:17]([C:18]2[CH:23]=[CH:22][CH:21]=[CH:20][CH:19]=2)([C:24]2[CH:25]=[CH:26][CH:27]=[CH:28][CH:29]=2)[C:30]2[CH:35]=[CH:34][CH:33]=[CH:32][CH:31]=2)[CH:14]=[CH:15][N:16]=1. (4) Given the reactants [C:1]([C:5]1[CH:6]=[C:7]([CH:178]=[C:179]([C:181]([CH3:184])([CH3:183])[CH3:182])[CH:180]=1)[CH:8]=[CH:9][C:10]1[CH:11]=[C:12]([CH:159]=[C:160]([CH:162]=[CH:163][C:164]2[CH:169]=[C:168]([C:170]([CH3:173])([CH3:172])[CH3:171])[CH:167]=[C:166]([C:174]([CH3:177])([CH3:176])[CH3:175])[CH:165]=2)[CH:161]=1)[CH:13]=[CH:14][C:15]1[CH:16]=[C:17]([CH:116]=[C:117]([CH:119]=[CH:120][C:121]2[CH:126]=[C:125]([CH:127]=[CH:128][C:129]3[CH:134]=[C:133]([C:135]([CH3:138])([CH3:137])[CH3:136])[CH:132]=[C:131]([C:139]([CH3:142])([CH3:141])[CH3:140])[CH:130]=3)[CH:124]=[C:123]([CH:143]=[CH:144][C:145]3[CH:150]=[C:149]([C:151]([CH3:154])([CH3:153])[CH3:152])[CH:148]=[C:147]([C:155]([CH3:158])([CH3:157])[CH3:156])[CH:146]=3)[CH:122]=2)[CH:118]=1)[CH:18]=[CH:19][C:20]1[CH:21]=[C:22]([CH:25]=[C:26]([CH:28]=[CH:29][C:30]2[CH:35]=[C:34]([CH:36]=[CH:37][C:38]3[CH:43]=[C:42]([CH:44]=[CH:45][C:46]4[CH:51]=[C:50]([C:52]([CH3:55])([CH3:54])[CH3:53])[CH:49]=[C:48]([C:56]([CH3:59])([CH3:58])[CH3:57])[CH:47]=4)[CH:41]=[C:40]([CH:60]=[CH:61][C:62]4[CH:67]=[C:66]([C:68]([CH3:71])([CH3:70])[CH3:69])[CH:65]=[C:64]([C:72]([CH3:75])([CH3:74])[CH3:73])[CH:63]=4)[CH:39]=3)[CH:33]=[C:32]([CH:76]=[CH:77][C:78]3[CH:83]=[C:82]([CH:84]=[CH:85][C:86]4[CH:91]=[C:90]([C:92]([CH3:95])([CH3:94])[CH3:93])[CH:89]=[C:88]([C:96]([CH3:99])([CH3:98])[CH3:97])[CH:87]=4)[CH:81]=[C:80]([CH:100]=[CH:101][C:102]4[CH:107]=[C:106]([C:108]([CH3:111])([CH3:110])[CH3:109])[CH:105]=[C:104]([C:112]([CH3:115])([CH3:114])[CH3:113])[CH:103]=4)[CH:79]=3)[CH:31]=2)[CH:27]=1)[CH:23]=[O:24])([CH3:4])([CH3:3])[CH3:2].[BH4-].[Na+], predict the reaction product. The product is: [C:56]([C:48]1[CH:47]=[C:46]([CH:51]=[C:50]([C:52]([CH3:55])([CH3:54])[CH3:53])[CH:49]=1)[CH:45]=[CH:44][C:42]1[CH:43]=[C:38]([CH:39]=[C:40]([CH:60]=[CH:61][C:62]2[CH:67]=[C:66]([C:68]([CH3:71])([CH3:70])[CH3:69])[CH:65]=[C:64]([C:72]([CH3:75])([CH3:74])[CH3:73])[CH:63]=2)[CH:41]=1)[CH:37]=[CH:36][C:34]1[CH:35]=[C:30]([CH:31]=[C:32]([CH:76]=[CH:77][C:78]2[CH:79]=[C:80]([CH:100]=[CH:101][C:102]3[CH:103]=[C:104]([C:112]([CH3:114])([CH3:113])[CH3:115])[CH:105]=[C:106]([C:108]([CH3:111])([CH3:110])[CH3:109])[CH:107]=3)[CH:81]=[C:82]([CH:84]=[CH:85][C:86]3[CH:91]=[C:90]([C:92]([CH3:95])([CH3:94])[CH3:93])[CH:89]=[C:88]([C:96]([CH3:99])([CH3:98])[CH3:97])[CH:87]=3)[CH:83]=2)[CH:33]=1)[CH:29]=[CH:28][C:26]1[CH:25]=[C:22]([CH:21]=[C:20]([CH:19]=[CH:18][C:17]2[CH:16]=[C:15]([CH:14]=[CH:13][C:12]3[CH:11]=[C:10]([CH:9]=[CH:8][C:7]4[CH:178]=[C:179]([C:181]([CH3:183])([CH3:182])[CH3:184])[CH:180]=[C:5]([C:1]([CH3:4])([CH3:3])[CH3:2])[CH:6]=4)[CH:161]=[C:160]([CH:162]=[CH:163][C:164]4[CH:169]=[C:168]([C:170]([CH3:173])([CH3:172])[CH3:171])[CH:167]=[C:166]([C:174]([CH3:177])([CH3:176])[CH3:175])[CH:165]=4)[CH:159]=3)[CH:118]=[C:117]([CH:119]=[CH:120][C:121]3[CH:126]=[C:125]([CH:127]=[CH:128][C:129]4[CH:134]=[C:133]([C:135]([CH3:136])([CH3:137])[CH3:138])[CH:132]=[C:131]([C:139]([CH3:140])([CH3:141])[CH3:142])[CH:130]=4)[CH:124]=[C:123]([CH:143]=[CH:144][C:145]4[CH:146]=[C:147]([C:155]([CH3:156])([CH3:157])[CH3:158])[CH:148]=[C:149]([C:151]([CH3:152])([CH3:153])[CH3:154])[CH:150]=4)[CH:122]=3)[CH:116]=2)[CH:27]=1)[CH2:23][OH:24])([CH3:57])([CH3:58])[CH3:59]. (5) Given the reactants [CH3:1][N:2]1[C:7]2[CH:8]=[CH:9][CH:10]=[CH:11][C:6]=2[O:5][CH2:4][CH2:3]1.O=P(Cl)(Cl)Cl.CN([CH:20]=[O:21])C, predict the reaction product. The product is: [CH3:1][N:2]1[C:7]2[CH:8]=[CH:9][C:10]([CH:20]=[O:21])=[CH:11][C:6]=2[O:5][CH2:4][CH2:3]1. (6) Given the reactants [CH2:1]([C:3]1[N:11]2[C:6]([CH:7]=[CH:8][CH:9]=[CH:10]2)=[CH:5][C:4]=1[C:12]1[CH:17]=[CH:16][C:15]([OH:18])=[CH:14][CH:13]=1)[CH3:2].C[C:20]([CH3:23])([O-])[CH3:21].[Na+].[Cl-], predict the reaction product. The product is: [CH2:1]([C:3]1[N:11]2[C:6]([CH:7]=[CH:8][CH:9]=[CH:10]2)=[CH:5][C:4]=1[C:12]1[CH:13]=[CH:14][C:15]([O:18][CH2:8][CH2:9][CH2:10][N:11]2[CH2:23][CH2:20][CH2:21][CH2:1][CH2:3]2)=[CH:16][CH:17]=1)[CH3:2]. (7) Given the reactants Br.FC1C=CC(C2[S:13][C:12]([NH:14]C(=O)C)=[N:11]C=2C)=CC=1OC.Br[CH:22]([C:26]1[CH:31]=[CH:30][C:29]([Cl:32])=[C:28]([S:33]([N:36]2[CH2:41][CH2:40][N:39]([CH3:42])[CH2:38][CH2:37]2)(=[O:35])=[O:34])[CH:27]=1)[C:23](=O)[CH3:24].C(NC(N)=S)(=O)C.NC(N)=S, predict the reaction product. The product is: [Cl:32][C:29]1[CH:30]=[CH:31][C:26]([C:22]2[S:13][C:12]([NH2:14])=[N:11][C:23]=2[CH3:24])=[CH:27][C:28]=1[S:33]([N:36]1[CH2:41][CH2:40][N:39]([CH3:42])[CH2:38][CH2:37]1)(=[O:35])=[O:34]. (8) Given the reactants [NH2:1][C:2]1[N:3]=[CH:4][C:5]([C:18]2[CH:26]=[CH:25][C:21]([C:22](O)=[O:23])=[CH:20][CH:19]=2)=[N:6][C:7]=1[C:8]1[NH:12][C:11]2[CH:13]=[C:14]([CH3:17])[CH:15]=[CH:16][C:10]=2[N:9]=1.[N:27]1([C:34]([O:36][C:37]([CH3:40])([CH3:39])[CH3:38])=[O:35])[CH2:33][CH2:32][CH2:31][NH:30][CH2:29][CH2:28]1.C(OP(C#N)(=O)OCC)C.CCN(C(C)C)C(C)C, predict the reaction product. The product is: [NH2:1][C:2]1[N:3]=[CH:4][C:5]([C:18]2[CH:26]=[CH:25][C:21]([C:22]([N:30]3[CH2:31][CH2:32][CH2:33][N:27]([C:34]([O:36][C:37]([CH3:40])([CH3:39])[CH3:38])=[O:35])[CH2:28][CH2:29]3)=[O:23])=[CH:20][CH:19]=2)=[N:6][C:7]=1[C:8]1[NH:12][C:11]2[CH:13]=[C:14]([CH3:17])[CH:15]=[CH:16][C:10]=2[N:9]=1. (9) Given the reactants [NH2:1][CH2:2][CH2:3][C:4]1[C:12]2[C:7](=[CH:8][CH:9]=[CH:10][CH:11]=2)[NH:6][C:5]=1[C:13]1([C:26]2[NH:27][C:28]3[C:33]([C:34]=2[CH3:35])=[CH:32][CH:31]=[CH:30][CH:29]=3)[CH2:18][CH2:17][C:16]([N:23]([CH3:25])[CH3:24])([CH2:19][CH2:20][CH2:21][CH3:22])[CH2:15][CH2:14]1.[C:36]1([N:42]=[C:43]=[O:44])[CH:41]=[CH:40][CH:39]=[CH:38][CH:37]=1, predict the reaction product. The product is: [CH2:19]([C:16]1([N:23]([CH3:25])[CH3:24])[CH2:17][CH2:18][C:13]([C:5]2[NH:6][C:7]3[C:12]([C:4]=2[CH2:3][CH2:2][NH:1][C:43]([NH:42][C:36]2[CH:41]=[CH:40][CH:39]=[CH:38][CH:37]=2)=[O:44])=[CH:11][CH:10]=[CH:9][CH:8]=3)([C:26]2[NH:27][C:28]3[C:33]([C:34]=2[CH3:35])=[CH:32][CH:31]=[CH:30][CH:29]=3)[CH2:14][CH2:15]1)[CH2:20][CH2:21][CH3:22]. (10) Given the reactants I([O-])(=O)(=O)=[O:2].[Na+].[F:7][C:8]([F:27])([F:26])[C:9]1[N:10]=[CH:11][C:12]2[CH2:18][CH2:17][N:16]([C:19]([O:21][C:22]([CH3:25])([CH3:24])[CH3:23])=[O:20])[CH2:15][C:13]=2[N:14]=1, predict the reaction product. The product is: [O:2]=[C:15]1[C:13]2[N:14]=[C:9]([C:8]([F:7])([F:26])[F:27])[N:10]=[CH:11][C:12]=2[CH2:18][CH2:17][N:16]1[C:19]([O:21][C:22]([CH3:23])([CH3:24])[CH3:25])=[O:20].